From a dataset of Reaction yield outcomes from USPTO patents with 853,638 reactions. Predict the reaction yield, written as a fraction of the theoretical maximum amount of product (1.0 means a 100% yield; for example, 0.34 means a 34% yield). (1) The reactants are [CH2:1]([O:3][P:4]([CH2:9][C:10]([OH:12])=O)([O:6][CH2:7][CH3:8])=[O:5])[CH3:2].C(N1C=CN=C1)(N1C=CN=C1)=O.[C:25]1([C@@H:31]([NH:33][CH2:34][C:35]([C:37]2([C:40]([O:42][CH2:43][CH3:44])=[O:41])[CH2:39][CH2:38]2)=[O:36])[CH3:32])[CH:30]=[CH:29][CH:28]=[CH:27][CH:26]=1.Cl. The catalyst is O1CCCC1.C(OCC)(=O)C. The product is [CH2:7]([O:6][P:4]([CH2:9][C:10]([N:33]([CH2:34][C:35]([C:37]1([C:40]([O:42][CH2:43][CH3:44])=[O:41])[CH2:38][CH2:39]1)=[O:36])[C@H:31]([C:25]1[CH:30]=[CH:29][CH:28]=[CH:27][CH:26]=1)[CH3:32])=[O:12])([O:3][CH2:1][CH3:2])=[O:5])[CH3:8]. The yield is 0.990. (2) The reactants are C[Al](C)C.[CH3:5][O:6][C:7]1[CH:8]=[C:9]([CH2:15][CH2:16][C:17]2[CH:18]=[C:19]([NH2:22])[NH:20][N:21]=2)[CH:10]=[C:11]([O:13][CH3:14])[CH:12]=1.[CH:23]1([N:26]2[CH2:31][CH2:30][N:29]([C:32]3[N:37]=[CH:36][C:35]([C:38](OC)=[O:39])=[CH:34][N:33]=3)[CH2:28][CH2:27]2)[CH2:25][CH2:24]1. The catalyst is C1(C)C=CC=CC=1. The product is [CH:23]1([N:26]2[CH2:27][CH2:28][N:29]([C:32]3[N:37]=[CH:36][C:35]([C:38]([NH:22][C:19]4[NH:20][N:21]=[C:17]([CH2:16][CH2:15][C:9]5[CH:8]=[C:7]([O:6][CH3:5])[CH:12]=[C:11]([O:13][CH3:14])[CH:10]=5)[CH:18]=4)=[O:39])=[CH:34][N:33]=3)[CH2:30][CH2:31]2)[CH2:25][CH2:24]1. The yield is 0.140. (3) The reactants are [Br:1][C:2]1[CH:3]=[C:4]([N+:19]([O-:21])=[O:20])[C:5]([CH:8](C(OCC)=O)C(OCC)=O)=[N:6][CH:7]=1.[OH-].[Na+]. The catalyst is Cl. The product is [Br:1][C:2]1[CH:3]=[C:4]([N+:19]([O-:21])=[O:20])[C:5]([CH3:8])=[N:6][CH:7]=1. The yield is 0.950. (4) The reactants are [C:1]1([C:7](=[CH:11][C:12]2[CH:17]=[CH:16][C:15]([OH:18])=[C:14]([O:19][CH3:20])[CH:13]=2)C(O)=O)[CH:6]=[CH:5][CH:4]=[CH:3][CH:2]=1.C([O-])(O)=O.[Na+].N1C=CN=C1. No catalyst specified. The product is [OH:18][C:15]1[CH:16]=[CH:17][C:12]([CH:11]=[CH:7][C:1]2[CH:2]=[CH:3][CH:4]=[CH:5][CH:6]=2)=[CH:13][C:14]=1[O:19][CH3:20]. The yield is 0.880. (5) The reactants are C([O:4][C@H:5]1[CH2:22][CH2:21][C@@:20]2([CH3:23])[C@@H:7]([CH2:8][CH2:9][C@:10]3([CH3:51])[C@@H:19]2[CH2:18][CH2:17][C@H:16]2[C@@:11]3([CH3:50])[CH2:12][CH2:13][C@@:14]3([C:31]([N:33]4[CH2:38][CH2:37][CH:36]([C:39](=[O:49])[NH:40][CH2:41][CH2:42][N:43]5[CH2:48][CH2:47][O:46][CH2:45][CH2:44]5)[CH2:35][CH2:34]4)=[O:32])[CH2:26][CH2:25][C@@H:24]([C:27]4([CH3:30])[CH2:29][CH2:28]4)[C@@H:15]32)[C:6]1([CH3:53])[CH3:52])(=O)C.CO. The catalyst is C1COCC1.ClCCl. The product is [OH:4][C@H:5]1[CH2:22][CH2:21][C@@:20]2([CH3:23])[C@@H:7]([CH2:8][CH2:9][C@:10]3([CH3:51])[C@@H:19]2[CH2:18][CH2:17][C@H:16]2[C@@:11]3([CH3:50])[CH2:12][CH2:13][C@@:14]3([C:31]([N:33]4[CH2:38][CH2:37][CH:36]([C:39]([NH:40][CH2:41][CH2:42][N:43]5[CH2:48][CH2:47][O:46][CH2:45][CH2:44]5)=[O:49])[CH2:35][CH2:34]4)=[O:32])[CH2:26][CH2:25][C@@H:24]([C:27]4([CH3:30])[CH2:28][CH2:29]4)[C@@H:15]32)[C:6]1([CH3:53])[CH3:52]. The yield is 0.709. (6) The reactants are [Cl:1][C:2]1[CH:7]=[CH:6][C:5]([CH:8]([OH:29])[C:9]2[CH:10]=[C:11]([B-](F)(F)F)[S:12][C:13]=2[C:14]2[N:18]=[CH:17][N:16](C3CCCCO3)[N:15]=2)=[CH:4][CH:3]=1.[K+].Br[C:32]1[CH:37]=[CH:36][N:35]=[C:34]([C:38]#[N:39])[CH:33]=1.C1(P(C2CCCCC2)C2C=CC=CC=2C2C(OC(C)C)=CC=CC=2OC(C)C)CCCCC1.C(=O)([O-])[O-].[Na+].[Na+].C(O)C.O1CCOCC1.C(O)(C)(C)C.Cl. The catalyst is C([O-])(=O)C.[Pd+2].C([O-])(=O)C. The product is [Cl:1][C:2]1[CH:3]=[CH:4][C:5]([CH:8]([OH:29])[C:9]2[CH:10]=[C:11]([C:32]3[CH:37]=[CH:36][N:35]=[C:34]([C:38]#[N:39])[CH:33]=3)[S:12][C:13]=2[C:14]2[NH:18][CH:17]=[N:16][N:15]=2)=[CH:6][CH:7]=1. The yield is 0.114. (7) The reactants are [F:1][C:2]([F:12])([C:5]1[CH:10]=[CH:9][C:8]([CH3:11])=[CH:7][N:6]=1)[CH2:3][NH2:4].[CH2:13]([O:15][C:16](=[O:28])[CH2:17][C:18]1[C:23]([C:24]#[N:25])=[CH:22][CH:21]=[C:20](F)[C:19]=1[F:27])[CH3:14]. The catalyst is CS(C)=O. The product is [CH2:13]([O:15][C:16](=[O:28])[CH2:17][C:18]1[C:23]([C:24]#[N:25])=[CH:22][CH:21]=[C:20]([NH:4][CH2:3][C:2]([F:1])([F:12])[C:5]2[CH:10]=[CH:9][C:8]([CH3:11])=[CH:7][N:6]=2)[C:19]=1[F:27])[CH3:14]. The yield is 0.480. (8) The reactants are C(OC([N:8]1[CH2:14][CH2:13][C:12]2[C:15](OS(C(F)(F)F)(=O)=O)=[N:16][C:17]([N:19]3[CH2:24][CH2:23][S:22](=[O:26])(=[O:25])[CH2:21][CH2:20]3)=[N:18][C:11]=2[CH2:10][CH2:9]1)=O)(C)(C)C.[CH3:35][C:36]1[CH:41]=[CH:40][C:39](B(O)O)=[CH:38][CH:37]=1.C([O-])([O-])=O.[K+].[K+]. The catalyst is CC(=O)C.C1(C)C=CC=CC=1.O.C1C=CC(P(C2C=CC=CC=2)[C-]2C=CC=C2)=CC=1.C1C=CC(P(C2C=CC=CC=2)[C-]2C=CC=C2)=CC=1.Cl[Pd]Cl.[Fe+2]. The product is [O:25]=[S:22]1(=[O:26])[CH2:21][CH2:20][N:19]([C:17]2[N:16]=[C:15]([C:39]3[CH:40]=[CH:41][C:36]([CH3:35])=[CH:37][CH:38]=3)[C:12]3[CH2:13][CH2:14][NH:8][CH2:9][CH2:10][C:11]=3[N:18]=2)[CH2:24][CH2:23]1. The yield is 0.640. (9) The reactants are Br[C:2]1[CH:7]=[CH:6][C:5]([N+:8]([O-:10])=[O:9])=[CH:4][CH:3]=1.CCN([CH2:16][CH3:17])CC. The catalyst is CC([O-])=O.CC([O-])=O.[Pd+2].C1(C)C=CC=CC=1P(C1C=CC=CC=1C)C1C=CC=CC=1C.O. The product is [N+:8]([C:5]1[CH:6]=[CH:7][C:2](/[CH:7]=[CH:2]/[CH2:3][CH2:4][CH2:5][CH2:6][CH2:16][CH3:17])=[CH:3][CH:4]=1)([O-:10])=[O:9]. The yield is 0.900.